The task is: Predict the reaction yield, written as a fraction of the theoretical maximum amount of product (1.0 means a 100% yield; for example, 0.34 means a 34% yield).. This data is from Reaction yield outcomes from USPTO patents with 853,638 reactions. (1) The reactants are [NH:1]1[CH2:6][CH2:5][CH:4]([CH2:7][NH:8][C:9](=[O:24])[C:10]2[CH:15]=[C:14]([C:16]([F:19])([F:18])[F:17])[CH:13]=[C:12]([C:20]([F:23])([F:22])[F:21])[CH:11]=2)[CH2:3][CH2:2]1.CCN(C(C)C)C(C)C.[Cl:34][CH2:35][C:36](Cl)=[O:37]. The catalyst is C(Cl)Cl. The product is [Cl:34][CH2:35][C:36]([N:1]1[CH2:6][CH2:5][CH:4]([CH2:7][NH:8][C:9](=[O:24])[C:10]2[CH:11]=[C:12]([C:20]([F:21])([F:22])[F:23])[CH:13]=[C:14]([C:16]([F:18])([F:19])[F:17])[CH:15]=2)[CH2:3][CH2:2]1)=[O:37]. The yield is 0.820. (2) The reactants are [F:1][C:2]1[C:10]([F:11])=[C:9]([CH2:12][CH:13]=[CH2:14])[C:8]([F:15])=[C:7]([F:16])[C:3]=1[C:4]([OH:6])=O.C1C=CC2N(O)N=NC=2C=1.CCN=C=NCCCN(C)C.C(N(CC)CC)C.[CH3:45][CH:46]([CH3:50])[C@@H:47]([NH2:49])[CH3:48]. The catalyst is C(Cl)Cl.CN(C=O)C.C(#N)C. The product is [CH2:12]([C:9]1[C:8]([F:15])=[C:7]([F:16])[C:3]([C:4]([NH:49][C@H:47]([CH:46]([CH3:50])[CH3:45])[CH3:48])=[O:6])=[C:2]([F:1])[C:10]=1[F:11])[CH:13]=[CH2:14]. The yield is 0.340. (3) The reactants are C[O:2][C:3](=[O:21])[C:4]1[CH:9]=[C:8]([C:10](=[O:12])[CH3:11])[CH:7]=[CH:6][C:5]=1[O:13][CH2:14][C:15]1[CH:20]=[CH:19][CH:18]=[CH:17][CH:16]=1.[OH-].[Na+]. The catalyst is CO.O1CCCC1. The product is [C:10]([C:8]1[CH:7]=[CH:6][C:5]([O:13][CH2:14][C:15]2[CH:20]=[CH:19][CH:18]=[CH:17][CH:16]=2)=[C:4]([CH:9]=1)[C:3]([OH:21])=[O:2])(=[O:12])[CH3:11]. The yield is 0.910. (4) The reactants are Br[C:2]1[CH:3]=[C:4]2[C:8](=[CH:9][CH:10]=1)[NH:7][C:6](=[O:11])[CH2:5]2.[N+:12]([C:15]1[CH:16]=[C:17](B(O)O)[CH:18]=[CH:19][CH:20]=1)([O-:14])=[O:13].C(=O)([O-])[O-].[K+].[K+]. The catalyst is COCCOC.O.C1C=CC([P]([Pd]([P](C2C=CC=CC=2)(C2C=CC=CC=2)C2C=CC=CC=2)([P](C2C=CC=CC=2)(C2C=CC=CC=2)C2C=CC=CC=2)[P](C2C=CC=CC=2)(C2C=CC=CC=2)C2C=CC=CC=2)(C2C=CC=CC=2)C2C=CC=CC=2)=CC=1. The product is [N+:12]([C:15]1[CH:20]=[C:19]([C:2]2[CH:3]=[C:4]3[C:8](=[CH:9][CH:10]=2)[NH:7][C:6](=[O:11])[CH2:5]3)[CH:18]=[CH:17][CH:16]=1)([O-:14])=[O:13]. The yield is 0.650. (5) The reactants are [Cl:1][C:2]1[C:3]([O:13][CH2:14][C:15]2[CH:20]=[CH:19][C:18]([O:21][CH3:22])=[CH:17][CH:16]=2)=[CH:4][C:5]([OH:12])=[C:6]([CH:11]=1)[C:7]([O:9][CH3:10])=[O:8].[N+](C1C=C(S(O[CH2:36][C@@H:37]2[CH2:39][O:38]2)(=O)=O)C=CC=1)([O-])=O.C(=O)([O-])[O-].[Cs+].[Cs+]. The catalyst is CN(C)C=O. The product is [Cl:1][C:2]1[C:3]([O:13][CH2:14][C:15]2[CH:16]=[CH:17][C:18]([O:21][CH3:22])=[CH:19][CH:20]=2)=[CH:4][C:5]([O:12][CH2:36][C@@H:37]2[CH2:39][O:38]2)=[C:6]([CH:11]=1)[C:7]([O:9][CH3:10])=[O:8]. The yield is 0.740. (6) The catalyst is CN(C=O)C.C1COCC1.O.C(OCC)(=O)C. The yield is 0.260. The product is [Cl:1][C:2]1[CH:3]=[CH:4][C:5]2[N:6]([C:8]([CH2:18][C:19]3[C:23]([CH3:24])=[N:22][N:21]([CH3:25])[N:20]=3)=[C:9]([C:11]3[CH:12]=[CH:13][C:14]([Cl:17])=[CH:15][CH:16]=3)[N:10]=2)[CH:7]=1. The reactants are [Cl:1][C:2]1[CH:3]=[CH:4][C:5]2[N:6]([C:8]([CH2:18][C:19]3[C:23]([CH3:24])=[N:22][NH:21][N:20]=3)=[C:9]([C:11]3[CH:16]=[CH:15][C:14]([Cl:17])=[CH:13][CH:12]=3)[N:10]=2)[CH:7]=1.[C:25](=O)([O-])[O-].[K+].[K+].CI.C(I)C. (7) The reactants are [CH3:1][C:2]1[CH:13]=[C:12]([N+:14]([O-])=O)[CH:11]=[CH:10][C:3]=1[CH2:4][NH:5][S:6]([CH3:9])(=[O:8])=[O:7]. The catalyst is O1CCCC1.C(O)C.[Pd]. The product is [NH2:14][C:12]1[CH:11]=[CH:10][C:3]([CH2:4][NH:5][S:6]([CH3:9])(=[O:8])=[O:7])=[C:2]([CH3:1])[CH:13]=1. The yield is 0.700.